Dataset: Full USPTO retrosynthesis dataset with 1.9M reactions from patents (1976-2016). Task: Predict the reactants needed to synthesize the given product. (1) The reactants are: Cl[C:2]1[CH:7]=[CH:6][N:5]=[C:4]([NH:8][C:9]2[CH:10]=[N:11][N:12]([CH2:14][C:15]([NH:17][CH:18]([CH3:20])[CH3:19])=[O:16])[CH:13]=2)[N:3]=1.[NH2:21][CH2:22][C:23]1[C:30]([F:31])=[CH:29][C:26]([C:27]#[N:28])=[CH:25][C:24]=1[F:32].CC1C=CC(S(O)(=O)=O)=CC=1. Given the product [C:27]([C:26]1[CH:25]=[C:24]([F:32])[C:23]([CH2:22][NH:21][C:2]2[CH:7]=[CH:6][N:5]=[C:4]([NH:8][C:9]3[CH:10]=[N:11][N:12]([CH2:14][C:15]([NH:17][CH:18]([CH3:20])[CH3:19])=[O:16])[CH:13]=3)[N:3]=2)=[C:30]([F:31])[CH:29]=1)#[N:28], predict the reactants needed to synthesize it. (2) Given the product [CH2:1]([O:8][C:9]([N:11]1[CH2:16][CH2:15][CH:14]([CH2:17][NH:18][C:21]2[C:30]3[C:25](=[N:26][CH:27]=[CH:28][N:29]=3)[N:24]=[CH:23][N:22]=2)[CH2:13][CH2:12]1)=[O:10])[C:2]1[CH:7]=[CH:6][CH:5]=[CH:4][CH:3]=1, predict the reactants needed to synthesize it. The reactants are: [CH2:1]([O:8][C:9]([N:11]1[CH2:16][CH2:15][CH:14]([CH2:17][NH2:18])[CH2:13][CH2:12]1)=[O:10])[C:2]1[CH:7]=[CH:6][CH:5]=[CH:4][CH:3]=1.CS[C:21]1[C:30]2[C:25](=[N:26][CH:27]=[CH:28][N:29]=2)[N:24]=[CH:23][N:22]=1. (3) Given the product [O:20]([CH2:19][C:11]1([CH2:10][CH2:9][OH:8])[CH2:12][O:13][C:14]([CH3:18])([CH3:17])[O:15][CH2:16]1)[Si:21]([C:34]([CH3:37])([CH3:36])[CH3:35])([C:22]1[CH:27]=[CH:26][CH:25]=[CH:24][CH:23]=1)[C:28]1[CH:33]=[CH:32][CH:31]=[CH:30][CH:29]=1, predict the reactants needed to synthesize it. The reactants are: C([O:8][CH2:9][CH2:10][C:11]1([CH2:19][O:20][Si:21]([C:34]([CH3:37])([CH3:36])[CH3:35])([C:28]2[CH:33]=[CH:32][CH:31]=[CH:30][CH:29]=2)[C:22]2[CH:27]=[CH:26][CH:25]=[CH:24][CH:23]=2)[CH2:16][O:15][C:14]([CH3:18])([CH3:17])[O:13][CH2:12]1)C1C=CC=CC=1. (4) Given the product [C:35]([C:34]1[CH:37]=[CH:38][C:31]([N:25]2[C:26](=[O:30])[C:27]([CH3:29])([CH3:28])[N:23]([CH2:22][C:21]3[CH:44]=[CH:45][CH:46]=[CH:47][C:20]=3[NH:2][C:3]3[CH:4]=[CH:5][C:6]([CH2:7][CH:8]([C:9]([O:11][CH3:12])=[O:10])[C:13]([O:15][CH3:16])=[O:14])=[CH:17][CH:18]=3)[C:24]2=[O:43])=[CH:32][C:33]=1[C:39]([F:40])([F:42])[F:41])#[N:36], predict the reactants needed to synthesize it. The reactants are: Cl.[NH2:2][C:3]1[CH:18]=[CH:17][C:6]([CH2:7][CH:8]([C:13]([O:15][CH3:16])=[O:14])[C:9]([O:11][CH3:12])=[O:10])=[CH:5][CH:4]=1.Br[C:20]1[CH:47]=[CH:46][CH:45]=[CH:44][C:21]=1[CH2:22][N:23]1[C:27]([CH3:29])([CH3:28])[C:26](=[O:30])[N:25]([C:31]2[CH:38]=[CH:37][C:34]([C:35]#[N:36])=[C:33]([C:39]([F:42])([F:41])[F:40])[CH:32]=2)[C:24]1=[O:43].